From a dataset of Full USPTO retrosynthesis dataset with 1.9M reactions from patents (1976-2016). Predict the reactants needed to synthesize the given product. (1) Given the product [Cl:1][C:2]1[CH:3]=[CH:4][C:5]([CH2:8][C:9]([NH:25][CH2:26][C:27]2[CH:36]=[CH:35][CH:34]=[C:33]3[C:28]=2[C:29](=[O:46])[N:30]([CH:38]2[CH2:43][CH2:42][C:41](=[O:44])[NH:40][C:39]2=[O:45])[C:31]([CH3:37])=[N:32]3)=[O:11])=[CH:6][CH:7]=1, predict the reactants needed to synthesize it. The reactants are: [Cl:1][C:2]1[CH:7]=[CH:6][C:5]([CH2:8][C:9]([OH:11])=O)=[CH:4][CH:3]=1.C(N1C=CN=C1)(N1C=CN=C1)=O.Cl.[NH2:25][CH2:26][C:27]1[CH:36]=[CH:35][CH:34]=[C:33]2[C:28]=1[C:29](=[O:46])[N:30]([CH:38]1[CH2:43][CH2:42][C:41](=[O:44])[NH:40][C:39]1=[O:45])[C:31]([CH3:37])=[N:32]2. (2) Given the product [CH3:10][O:11][CH2:12][CH2:13][CH2:14][O:1][C:2]1[CH:3]=[C:4]([CH:7]=[CH:8][CH:9]=1)[CH:5]=[O:6], predict the reactants needed to synthesize it. The reactants are: [OH:1][C:2]1[CH:3]=[C:4]([CH:7]=[CH:8][CH:9]=1)[CH:5]=[O:6].[CH3:10][O:11][CH2:12][CH2:13][CH2:14]OS(C)(=O)=O.